Predict which catalyst facilitates the given reaction. From a dataset of Catalyst prediction with 721,799 reactions and 888 catalyst types from USPTO. (1) Reactant: Cl.[CH:2]1([C:5]2[N:6]=[CH:7][C:8]([O:11][C@@H:12]3[CH2:22][N:15]4[C:16](=[O:21])[CH2:17][CH2:18][NH:19][CH2:20][C@@H:14]4[CH2:13]3)=[N:9][CH:10]=2)[CH2:4][CH2:3]1.[F:23][C:24]([F:35])([F:34])[O:25][C:26]1[CH:33]=[CH:32][C:29]([CH:30]=O)=[CH:28][CH:27]=1.C(N(C(C)C)C(C)C)C.C(O[BH-](OC(=O)C)OC(=O)C)(=O)C.[Na+]. Product: [CH:2]1([C:5]2[N:6]=[CH:7][C:8]([O:11][C@@H:12]3[CH2:22][N:15]4[C:16](=[O:21])[CH2:17][CH2:18][N:19]([CH2:30][C:29]5[CH:32]=[CH:33][C:26]([O:25][C:24]([F:23])([F:34])[F:35])=[CH:27][CH:28]=5)[CH2:20][C@@H:14]4[CH2:13]3)=[N:9][CH:10]=2)[CH2:4][CH2:3]1. The catalyst class is: 68. (2) Reactant: [Br:1][C:2]1[CH:3]=[C:4]([CH:17]=[CH:18][CH:19]=1)[CH2:5][N:6]1[CH:11]=[CH:10][CH:9]=[C:8]([C:12]([O:14]C)=[O:13])[C:7]1=[O:16].[OH-].[Na+]. Product: [Br:1][C:2]1[CH:3]=[C:4]([CH:17]=[CH:18][CH:19]=1)[CH2:5][N:6]1[CH:11]=[CH:10][CH:9]=[C:8]([C:12]([OH:14])=[O:13])[C:7]1=[O:16]. The catalyst class is: 5. (3) Reactant: Cl[C:2]1[N:7]=[C:6]([NH:8][C:9]2[CH:13]=[C:12]([CH:14]3[CH2:18][CH2:17][CH2:16][CH2:15]3)[NH:11][N:10]=2)[CH:5]=[C:4]([CH3:19])[N:3]=1.[CH:20]1[C:25]([NH2:26])=[CH:24][CH:23]=[C:22]([NH2:27])[CH:21]=1. Product: [NH2:26][C:25]1[CH:20]=[CH:21][C:22]([NH:27][C:2]2[N:7]=[C:6]([NH:8][C:9]3[CH:13]=[C:12]([CH:14]4[CH2:18][CH2:17][CH2:16][CH2:15]4)[NH:11][N:10]=3)[CH:5]=[C:4]([CH3:19])[N:3]=2)=[CH:23][CH:24]=1. The catalyst class is: 114. (4) Reactant: C1([CH2:4][O:5][C:6]2[CH:14]=[CH:13][C:9]3[O:10][CH2:11][O:12][C:8]=3[C:7]=2[C:15]2[C:16]3[NH:23][CH:22]=[C:21]([C:24](O)=[O:25])[C:17]=3[N:18]=[CH:19][N:20]=2)CC1.CCN([CH:33]([CH3:35])[CH3:34])C(C)C.[NH2:36][C@H:37]([CH2:67][C:68]1[CH:73]=[CH:72][C:71]([C:74]([CH3:77])([CH3:76])[CH3:75])=[CH:70][CH:69]=1)[C:38]([N:40]1[CH2:45][CH2:44][CH:43]([N:46]2[N:55]=[C:54]([C:56]3[CH:61]=[CH:60][C:59]([O:62][CH3:63])=[C:58]([O:64][CH3:65])[CH:57]=3)[C@@H:53]3[C@@H:48]([CH2:49][CH2:50][CH2:51][CH2:52]3)[C:47]2=[O:66])[CH2:42][CH2:41]1)=[O:39].CCOC(C(C#N)=NOC(N1CCOCC1)=[N+](C)C)=O.F[P-](F)(F)(F)(F)F.C(=O)(O)[O-].[Na+]. Product: [C:74]([C:71]1[CH:70]=[CH:69][C:68]([CH2:67][C@@H:37]([NH:36][C:24]([C:21]2[C:17]3[N:18]=[CH:19][N:20]=[C:15]([C:7]4[C:8]5[O:12][CH2:11][O:10][C:9]=5[CH:13]=[CH:14][C:6]=4[O:5][CH2:4][CH:33]4[CH2:35][CH2:34]4)[C:16]=3[NH:23][CH:22]=2)=[O:25])[C:38]([N:40]2[CH2:41][CH2:42][CH:43]([N:46]3[N:55]=[C:54]([C:56]4[CH:61]=[CH:60][C:59]([O:62][CH3:63])=[C:58]([O:64][CH3:65])[CH:57]=4)[C@@H:53]4[C@@H:48]([CH2:49][CH2:50][CH2:51][CH2:52]4)[C:47]3=[O:66])[CH2:44][CH2:45]2)=[O:39])=[CH:73][CH:72]=1)([CH3:77])([CH3:76])[CH3:75]. The catalyst class is: 2. (5) Reactant: [CH3:1][O:2][C:3](=[O:29])[C:4]1[CH:9]=[C:8]([O:10][CH3:11])[C:7]([NH:12][C:13]([O:15]C2C=CC([N+]([O-])=O)=CC=2)=O)=[CH:6][C:5]=1[C:25]([F:28])([F:27])[F:26].[NH2:30][C:31]1[CH:36]=[N:35][C:34]([CH3:37])=[CH:33][N:32]=1. Product: [CH3:1][O:2][C:3](=[O:29])[C:4]1[CH:9]=[C:8]([O:10][CH3:11])[C:7]([NH:12][C:13]([NH:30][C:31]2[CH:36]=[N:35][C:34]([CH3:37])=[CH:33][N:32]=2)=[O:15])=[CH:6][C:5]=1[C:25]([F:26])([F:27])[F:28]. The catalyst class is: 37. (6) The catalyst class is: 58. Product: [C:17]([N:24]1[CH2:25][CH2:26][N:27]([C:2]2[CH:7]=[CH:6][C:5]([N+:8]([O-:10])=[O:9])=[CH:4][CH:3]=2)[CH2:28][CH2:29]1)([O:19][C:20]([CH3:23])([CH3:22])[CH3:21])=[O:18]. Reactant: F[C:2]1[CH:7]=[CH:6][C:5]([N+:8]([O-:10])=[O:9])=[CH:4][CH:3]=1.C(=O)([O-])[O-].[K+].[K+].[C:17]([N:24]1[CH2:29][CH2:28][NH:27][CH2:26][CH2:25]1)([O:19][C:20]([CH3:23])([CH3:22])[CH3:21])=[O:18]. (7) Reactant: [OH2:1].Cl[C:3]1[C:13]([N+:14]([O-:16])=[O:15])=[CH:12][CH:11]=[C:10]([Cl:17])[C:4]=1[C:5]([N:7]([CH3:9])[CH3:8])=[O:6].[H-].[Na+].Cl. Product: [Cl:17][C:10]1[C:4]([C:5]([N:7]([CH3:9])[CH3:8])=[O:6])=[C:3]([OH:1])[C:13]([N+:14]([O-:16])=[O:15])=[CH:12][CH:11]=1. The catalyst class is: 7. (8) Reactant: [OH:1][CH2:2][CH2:3][C:4]1[C:13]2[CH2:12][S:11][N:10]=[C:9]([N:14](C(OC(C)(C)C)=O)C(OC(C)(C)C)=O)[C:8]3=[N:29][N:30]([CH2:32][C:33]4[C:38]([CH3:39])=[C:37]([O:40][CH3:41])[C:36]([CH3:42])=[CH:35][N:34]=4)[N:31]=[C:6]([C:7]=23)[CH:5]=1.FC(F)(F)C(O)=O. Product: [NH2:14][C:9]1[C:8]2[C:7]3[C:6](=[N:31][N:30]([CH2:32][C:33]4[C:38]([CH3:39])=[C:37]([O:40][CH3:41])[C:36]([CH3:42])=[CH:35][N:34]=4)[N:29]=2)[CH:5]=[C:4]([CH2:3][CH2:2][OH:1])[C:13]=3[CH2:12][S:11][N:10]=1. The catalyst class is: 4. (9) Reactant: [CH:1]1([CH2:6][C:7]2[C:8]([O:13]C)=[N:9][CH:10]=[CH:11][CH:12]=2)[CH2:5][CH:4]=[CH:3][CH2:2]1.[I-].[Na+].Cl[Si](C)(C)C.O. Product: [CH:1]1([CH2:6][C:7]2[C:8](=[O:13])[NH:9][CH:10]=[CH:11][CH:12]=2)[CH2:2][CH:3]=[CH:4][CH2:5]1. The catalyst class is: 115.